From a dataset of Catalyst prediction with 721,799 reactions and 888 catalyst types from USPTO. Predict which catalyst facilitates the given reaction. (1) Reactant: [F:1][C:2]1[CH:3]=[C:4]([CH:8]2[CH2:10][CH:9]2[C:11]([O:13]C)=[O:12])[CH:5]=[CH:6][CH:7]=1.[OH-].[Na+]. Product: [F:1][C:2]1[CH:3]=[C:4]([CH:8]2[CH2:10][CH:9]2[C:11]([OH:13])=[O:12])[CH:5]=[CH:6][CH:7]=1. The catalyst class is: 24. (2) Reactant: [OH-].[Na+].[Br:3][C:4]1[CH:9]=[CH:8][C:7]([C@@H:10]2[CH2:12][C@H:11]2[C:13]([O:15]CC)=[O:14])=[CH:6][CH:5]=1. Product: [Br:3][C:4]1[CH:5]=[CH:6][C:7]([C@@H:10]2[CH2:12][C@H:11]2[C:13]([OH:15])=[O:14])=[CH:8][CH:9]=1. The catalyst class is: 5. (3) Reactant: [CH3:1][C:2]1[CH:7]=[CH:6][C:5]([N+:8]([O-:10])=[O:9])=[CH:4][C:3]=1[N:11]1[C:15](=[O:16])[NH:14][N:13]=[N:12]1.[CH3:17]N(C=O)C.C([O-])([O-])=O.[K+].[K+].IC. Product: [CH3:1][C:2]1[CH:7]=[CH:6][C:5]([N+:8]([O-:10])=[O:9])=[CH:4][C:3]=1[N:11]1[C:15](=[O:16])[N:14]([CH3:17])[N:13]=[N:12]1. The catalyst class is: 69. (4) Product: [Cl:19][C:6]1[CH:5]=[CH:4][C:3]([CH2:2][NH:1][C:31]([C:26]2[C:25]3[C:29](=[CH:30][C:22]([O:21][CH3:20])=[CH:23][CH:24]=3)[NH:28][CH:27]=2)=[O:32])=[CH:8][C:7]=1[O:9][C:10]1[CH:11]=[C:12]([C:13]#[N:14])[CH:15]=[C:16]([Cl:18])[CH:17]=1. Reactant: [NH2:1][CH2:2][C:3]1[CH:4]=[CH:5][C:6]([Cl:19])=[C:7]([O:9][C:10]2[CH:11]=[C:12]([CH:15]=[C:16]([Cl:18])[CH:17]=2)[C:13]#[N:14])[CH:8]=1.[CH3:20][O:21][C:22]1[CH:30]=[C:29]2[C:25]([C:26]([C:31](O)=[O:32])=[CH:27][NH:28]2)=[CH:24][CH:23]=1.CN(C(ON1N=NC2C=CC=NC1=2)=[N+](C)C)C.F[P-](F)(F)(F)(F)F.CCN(C(C)C)C(C)C. The catalyst class is: 618. (5) Reactant: C([O:5][C:6](=[O:16])[CH2:7][NH:8][C:9]1[CH:14]=[CH:13][C:12]([CH3:15])=[CH:11][CH:10]=1)(C)(C)C.C(O)(C(F)(F)F)=O.O. Product: [C:12]1([CH3:15])[CH:13]=[CH:14][C:9]([NH:8][CH2:7][C:6]([OH:16])=[O:5])=[CH:10][CH:11]=1. The catalyst class is: 2. (6) Reactant: Br[C:2]1[CH:10]=[C:9]2[C:5]([CH2:6][C:7](=[O:11])[NH:8]2)=[CH:4][CH:3]=1.CC1(C)C(C)(C)OB([C:20]2[CH:21]=[C:22]3[C:27](=[CH:28][CH:29]=2)[CH:26]=[C:25]([NH:30][C:31]([C:33]2[CH:37]=[CH:36][S:35][CH:34]=2)=[O:32])[CH:24]=[CH:23]3)O1.C([O-])([O-])=O.[K+].[K+].O1CCOCC1. Product: [O:11]=[C:7]1[CH2:6][C:5]2[C:9](=[CH:10][C:2]([C:20]3[CH:21]=[C:22]4[C:27](=[CH:28][CH:29]=3)[CH:26]=[C:25]([NH:30][C:31]([C:33]3[CH:37]=[CH:36][S:35][CH:34]=3)=[O:32])[CH:24]=[CH:23]4)=[CH:3][CH:4]=2)[NH:8]1. The catalyst class is: 386. (7) The catalyst class is: 10. Product: [Br:1][C:2]1[CH:3]=[CH:4][C:5]([CH3:9])=[C:6]([O:8][CH2:11][CH2:12][CH2:13][O:14][CH3:15])[CH:7]=1. Reactant: [Br:1][C:2]1[CH:3]=[CH:4][C:5]([CH3:9])=[C:6]([OH:8])[CH:7]=1.Br[CH2:11][CH2:12][CH2:13][O:14][CH3:15].C([O-])([O-])=O.[K+].[K+]. (8) Reactant: [C:1](=[O:13])([O:6][CH:7]1[CH2:12][O:11][CH2:10][O:9][CH2:8]1)[O:2][CH:3](Cl)[CH3:4].[I-:14].[Na+]. Product: [C:1](=[O:13])([O:2][CH:3]([I:14])[CH3:4])[O:6][CH:7]1[CH2:12][O:11][CH2:10][O:9][CH2:8]1. The catalyst class is: 10. (9) Reactant: CCC1C=CC(=O)[C:5]2=C[C:7]3[CH2:25][N:24]4[C:10](=[CH:11][C:12]5[C@@](O)(CC)C(=O)OC[C:13]=5[C:22]4=O)[C:8]=3[NH:9][C:4]=12.[CH2:30]([Cl:32])Cl.CC(N(C)C)=[O:35].N1C=CC=CC=1. Product: [N:24]1([CH:25]2[CH2:5][CH2:4][N:9]([C:30]([Cl:32])=[O:35])[CH2:8][CH2:7]2)[CH2:22][CH2:13][CH2:12][CH2:11][CH2:10]1. The catalyst class is: 66. (10) The catalyst class is: 3. Reactant: [Br:1][C:2]1[CH:3]=[C:4]([CH:9]([OH:20])[C:10]2([C:13]([O:15][C:16]([CH3:19])([CH3:18])[CH3:17])=[O:14])[CH2:12][CH2:11]2)[CH:5]=[CH:6][C:7]=1[Cl:8].[CH3:21]I.[H-].[Na+].O. Product: [Br:1][C:2]1[CH:3]=[C:4]([CH:9]([O:20][CH3:21])[C:10]2([C:13]([O:15][C:16]([CH3:17])([CH3:19])[CH3:18])=[O:14])[CH2:11][CH2:12]2)[CH:5]=[CH:6][C:7]=1[Cl:8].